Dataset: Reaction yield outcomes from USPTO patents with 853,638 reactions. Task: Predict the reaction yield, written as a fraction of the theoretical maximum amount of product (1.0 means a 100% yield; for example, 0.34 means a 34% yield). (1) The reactants are [Cl:1][C:2](Cl)([O:4]C(=O)OC(Cl)(Cl)Cl)Cl.[CH3:13][N:14]([CH:19]1[CH2:24][CH2:23][NH:22][CH2:21][CH2:20]1)[S:15]([CH3:18])(=[O:17])=[O:16].N1C=CC=CC=1. The catalyst is C(Cl)Cl. The product is [CH3:18][S:15]([N:14]([CH3:13])[CH:19]1[CH2:20][CH2:21][N:22]([C:2]([Cl:1])=[O:4])[CH2:23][CH2:24]1)(=[O:16])=[O:17]. The yield is 0.400. (2) The reactants are [C:1]([N:4]1[C:13]2[C:8](=[CH:9][C:10]([C:14](O)=[O:15])=[CH:11][CH:12]=2)[C@H:7]([NH:17][C:18]2[CH:23]=[CH:22][C:21]([N:24]3[CH2:29][CH2:28][O:27][CH2:26][CH2:25]3)=[CH:20][CH:19]=2)[CH2:6][C@@H:5]1[CH3:30])(=[O:3])[CH3:2].[NH3:31]. No catalyst specified. The product is [C:1]([N:4]1[C:13]2[C:8](=[CH:9][C:10]([C:14]([NH2:31])=[O:15])=[CH:11][CH:12]=2)[C@H:7]([NH:17][C:18]2[CH:23]=[CH:22][C:21]([N:24]3[CH2:29][CH2:28][O:27][CH2:26][CH2:25]3)=[CH:20][CH:19]=2)[CH2:6][C@@H:5]1[CH3:30])(=[O:3])[CH3:2]. The yield is 1.00.